From a dataset of Catalyst prediction with 721,799 reactions and 888 catalyst types from USPTO. Predict which catalyst facilitates the given reaction. (1) Reactant: [N:1]12[CH2:8][CH2:7][C:4]([C:9]([C:17]3[CH:22]=[CH:21][CH:20]=[CH:19][CH:18]=3)([C:11]3[CH:16]=[CH:15][CH:14]=[CH:13][CH:12]=3)[OH:10])([CH2:5][CH2:6]1)[CH2:3][CH2:2]2.[CH:23]1[C:32]2[C:27](=[CH:28][CH:29]=[CH:30][CH:31]=2)[CH:26]=[CH:25][C:24]=1[O:33][CH2:34][CH2:35][CH2:36][Br:37]. Product: [Br-:37].[OH:10][C:9]([C:17]1[CH:22]=[CH:21][CH:20]=[CH:19][CH:18]=1)([C:11]1[CH:12]=[CH:13][CH:14]=[CH:15][CH:16]=1)[C:4]12[CH2:5][CH2:6][N+:1]([CH2:36][CH2:35][CH2:34][O:33][C:24]3[CH:25]=[CH:26][C:27]4[C:32](=[CH:31][CH:30]=[CH:29][CH:28]=4)[CH:23]=3)([CH2:2][CH2:3]1)[CH2:8][CH2:7]2. The catalyst class is: 23. (2) Reactant: C[O:2][C:3](=[O:40])[C:4]1[CH:9]=[CH:8][C:7]([C:10]2[CH:14]=[C:13]([N:15](S(C3C=CC=CC=3)(=O)=O)[S:16]([C:19]3[CH:24]=[CH:23][CH:22]=[CH:21][CH:20]=3)(=[O:18])=[O:17])[N:12]([C:34]3[CH:39]=[CH:38][CH:37]=[CH:36][CH:35]=3)[N:11]=2)=[CH:6][CH:5]=1.O.[OH-].[Li+]. Product: [C:19]1([S:16]([NH:15][C:13]2[N:12]([C:34]3[CH:39]=[CH:38][CH:37]=[CH:36][CH:35]=3)[N:11]=[C:10]([C:7]3[CH:6]=[CH:5][C:4]([C:3]([OH:40])=[O:2])=[CH:9][CH:8]=3)[CH:14]=2)(=[O:17])=[O:18])[CH:24]=[CH:23][CH:22]=[CH:21][CH:20]=1. The catalyst class is: 5. (3) Product: [Br:19][CH2:8][C:7]1[C:2]([CH3:1])=[C:3]([C:10]2[C:15]([CH3:16])=[CH:14][CH:13]=[CH:12][C:11]=2[CH3:17])[CH:4]=[CH:5][CH:6]=1. Reactant: [CH3:1][C:2]1[C:7]([CH2:8]O)=[CH:6][CH:5]=[CH:4][C:3]=1[C:10]1[C:15]([CH3:16])=[CH:14][CH:13]=[CH:12][C:11]=1[CH3:17].P(Br)(Br)[Br:19]. The catalyst class is: 1.